This data is from Experimentally validated miRNA-target interactions with 360,000+ pairs, plus equal number of negative samples. The task is: Binary Classification. Given a miRNA mature sequence and a target amino acid sequence, predict their likelihood of interaction. (1) The miRNA is mmu-miR-543-3p with sequence AAACAUUCGCGGUGCACUUCUU. The protein sequence of the target gene is MSTPDPPLGGTPRPGPSPGPGPSPGAMLGPSPGPSPGSAHSMMGPSPGPPSAGHPMPTQGPGGYPQDNMHQMHKPMESMHEKGMPDDPRYNQMKGMGMRSGAHTGMAPPPSPMDQHSQGYPSPLGGSEHASSPVPASGPSSGPQMSSGPGGAPLDGSDPQALGQQNRGPTPFNQNQLHQLRAQIMAYKMLARGQPLPDHLQMAVQGKRPMPGMQQQMPTLPPPSVSATGPGPGPGPGPGPGPGPAPPNYSRPHGMGGPNMPPPGPSGVPPGMPGQPPGGPPKPWPEGPMANAAAPTSTPQ.... Result: 1 (interaction). (2) The miRNA is hsa-miR-875-3p with sequence CCUGGAAACACUGAGGUUGUG. The protein sequence of the target gene is MPLVTRNIEPRHLCRQTLPSVRSELECVTNITLANVIRQLGSLSKYAEDIFGELFTQANTFASRVSSLAERVDRLQVKVTQLDPKEEEVSLQGINTRKAFRSSTIQDQKLFDRNSLPVPVLETYNTCDTPPPLNNLTPYRDDGKEALKFYTDPSYFFDLWKEKMLQDTKDIMKEKRKHRKEKKDNPNRGNVNPRKIKTRKEEWEKMKMGQEFVESKEKLGTSGYPPTLVYQNGSIGCVENVDASSYPPPPQSDSASSPSPSFSEDNLPPPPAEFSYPVDNQRGSGLAGPKRSSVVSPSHP.... Result: 1 (interaction). (3) The miRNA is hsa-miR-744-5p with sequence UGCGGGGCUAGGGCUAACAGCA. The protein sequence of the target gene is MSAFDTNPFADPVDVNPFQDPSVTQLTNAPQGGLAEFNPFSETNAATTVPVTQLPGSSQPAVLQPSVEPTQPTPQAVVSAAQAGLLRQQEELDRKAAELERKERELQNTVANLHVRQNNWPPLPSWCPVKPCFYQDFSTEIPADYQRICKMLYYLWMLHSVTLFLNLLACLAWFSGNSSKGVDFGLSILWFLIFTPCAFLCWYRPIYKAFRSDNSFSFFVFFFVFFCQIGIYIIQLVGIPGLGDSGWIAALSTLDNHSLAISVIMMVVAGFFTLCAVLSVFLLQRVHSLYRRTGASFQQA.... Result: 1 (interaction). (4) Result: 0 (no interaction). The protein sequence of the target gene is MDFISIQQLVSGERVEGKVLGFGHGVPDPGAWPSDWRRGPQEAVAREKLKLEEEKKKKLERFNSTRFNLDNLADLENLVQRRKKRLRHRVPPRKPEPLVKPQSQAQVEPVGLEMFLKAAAENQEYLIDKYLTDGGDPNAHDKLHRTALHWACLKGHSQLVNKLLVAGATVDARDLLDRTPVFWACRGGHLVILKQLLNQGARVNARDKIGSTPLHVAVRTRHPDCLEHLIECGAHLNAQDKEGDTALHEAVRHGSYKAMKLLLLYGAELGVRNAASVTPVQLARDWQRGIREALQAHVAH.... The miRNA is hsa-miR-99a-5p with sequence AACCCGUAGAUCCGAUCUUGUG. (5) The miRNA is hsa-miR-548at-3p with sequence CAAAACCGCAGUAACUUUUGU. The protein sequence of the target gene is MISPDPRPSPGLARWAESYEAKCERRQEIRESRRCRPNVTTCRQVGKTLRIQQREQLQRARLQQFFRRRNLELEEKGKAQHPQAREQGPSRRPGQVTVLKEPLSCARRISSPREQVTGTSSEVFPAQHPPPSGICRDLSDHLSSQAGGLPPQDTPIKKPPKHHRGTQTKAEGPTIKNDASQQTNYGVAVLDKEIIQLSDYLKEALQRELVLKQKMVILQDLLSTLIQASDSSWKGQLNEDKLKGKLRSLENQLYTCTQKYSPWGMKKVLLEMEDQKNSYEQKAKESLQKVLEEKMNAEQQ.... Result: 0 (no interaction).